This data is from Full USPTO retrosynthesis dataset with 1.9M reactions from patents (1976-2016). The task is: Predict the reactants needed to synthesize the given product. (1) The reactants are: [C:1]([C:4]1[CH:9]([C:10]2[CH:15]=[CH:14][C:13]([Cl:16])=[CH:12][C:11]=2[Cl:17])[N:8]2[CH:18]=[C:19]([CH2:21][C:22]([O:24][CH3:25])=[O:23])[N:20]=[C:7]2[NH:6][C:5]=1[CH3:26])(=[O:3])[NH2:2].ClC1C(=O)C(C#N)=C(C#N)C(=O)C=1Cl.C(Cl)Cl.C([O-])(O)=O.[Na+]. Given the product [C:1]([C:4]1[C:5]([CH3:26])=[N:6][C:7]2[N:8]([CH:18]=[C:19]([CH2:21][C:22]([O:24][CH3:25])=[O:23])[N:20]=2)[C:9]=1[C:10]1[CH:15]=[CH:14][C:13]([Cl:16])=[CH:12][C:11]=1[Cl:17])(=[O:3])[NH2:2], predict the reactants needed to synthesize it. (2) Given the product [CH2:1]([O:3][C:4]1[CH:9]=[CH:8][C:7]([NH:10][C:19]([NH:18][C:21]2[S:22][C:23]([C:26]([F:28])([F:27])[F:29])=[N:24][N:25]=2)=[O:20])=[C:6]([NH:11][C:12]2[CH:13]=[N:14][CH:15]=[CH:16][CH:17]=2)[CH:5]=1)[CH3:2], predict the reactants needed to synthesize it. The reactants are: [CH2:1]([O:3][C:4]1[CH:5]=[C:6]([NH:11][C:12]2[CH:13]=[N:14][CH:15]=[CH:16][CH:17]=2)[C:7]([NH2:10])=[CH:8][CH:9]=1)[CH3:2].[N:18]([C:21]1[S:22][C:23]([C:26]([F:29])([F:28])[F:27])=[N:24][N:25]=1)=[C:19]=[O:20]. (3) Given the product [NH:14]1[CH2:17][CH:16]([C:18]2[N:22]=[C:21]([C@H:23]([CH2:32][CH2:33][CH2:34][CH:35]3[CH2:36][CH2:37][CH2:38][CH2:39][CH2:40]3)[CH2:24][C:25]([O:27][CH3:28])=[O:26])[O:20][N:19]=2)[CH2:15]1, predict the reactants needed to synthesize it. The reactants are: C([N:14]1[CH2:17][CH:16]([C:18]2[N:22]=[C:21]([C@H:23]([CH2:32][CH2:33][CH2:34][CH:35]3[CH2:40][CH2:39][CH2:38][CH2:37][CH2:36]3)[CH2:24][C:25]([O:27][C:28](C)(C)C)=[O:26])[O:20][N:19]=2)[CH2:15]1)(C1C=CC=CC=1)C1C=CC=CC=1.CC(Cl)OC(Cl)=O. (4) Given the product [F:12][C:13]1[CH:14]=[C:15]([CH:16]=[C:9]([C:6]2[CH:7]=[CH:8][N:3]=[CH:4][CH:5]=2)[C:10]#[N:11])[CH:18]=[CH:19][CH:20]=1, predict the reactants needed to synthesize it. The reactants are: [Na].Cl.[N:3]1[CH:8]=[CH:7][C:6]([CH2:9][C:10]#[N:11])=[CH:5][CH:4]=1.[F:12][C:13]1[CH:14]=[C:15]([CH:18]=[CH:19][CH:20]=1)[CH:16]=O. (5) The reactants are: [N:1]([CH:4]([CH3:13])[C:5]([C:7]1[CH:12]=[CH:11][CH:10]=[CH:9][CH:8]=1)=[O:6])=[N+]=[N-].[ClH:14]. Given the product [ClH:14].[NH2:1][CH:4]([CH3:13])[C:5]([C:7]1[CH:12]=[CH:11][CH:10]=[CH:9][CH:8]=1)=[O:6], predict the reactants needed to synthesize it. (6) Given the product [NH2:1][C:2]1[N:7]=[C:6]([NH:8][CH2:9][C:10]([N:12]([CH:14]2[CH2:19][CH2:18][N:17]([CH2:20][C:21]3[CH:22]=[CH:23][CH:24]=[CH:25][CH:26]=3)[CH2:16][CH2:15]2)[CH3:13])=[O:11])[C:5]([CH3:27])=[CH:4][N:3]=1.[C:28]([OH:35])(=[O:34])/[CH:29]=[CH:30]\[C:31]([OH:33])=[O:32].[NH2:1][C:2]1[N:7]=[C:6]([NH:8][CH2:9][C:10]([N:12]([CH:14]2[CH2:19][CH2:18][N:17]([CH2:20][C:21]3[CH:22]=[CH:23][CH:24]=[CH:25][CH:26]=3)[CH2:16][CH2:15]2)[CH3:13])=[O:11])[C:5]([CH3:27])=[CH:4][N:3]=1, predict the reactants needed to synthesize it. The reactants are: [NH2:1][C:2]1[N:7]=[C:6]([NH:8][CH2:9][C:10]([N:12]([CH:14]2[CH2:19][CH2:18][N:17]([CH2:20][C:21]3[CH:26]=[CH:25][CH:24]=[CH:23][CH:22]=3)[CH2:16][CH2:15]2)[CH3:13])=[O:11])[C:5]([CH3:27])=[CH:4][N:3]=1.[C:28]([OH:35])(=[O:34])/[CH:29]=[CH:30]\[C:31]([OH:33])=[O:32]. (7) Given the product [CH2:20]([O:19][C:17]1[C:16]([Br:23])=[CH:15][C:9]2[CH:10]([CH:12]([CH3:13])[CH3:14])[CH2:11][NH:5][CH2:6][CH2:7][C:8]=2[CH:18]=1)[CH:21]=[CH2:22], predict the reactants needed to synthesize it. The reactants are: FC(F)(F)C([N:5]1[CH2:11][CH:10]([CH:12]([CH3:14])[CH3:13])[C:9]2[CH:15]=[C:16]([Br:23])[C:17]([O:19][CH2:20][CH:21]=[CH2:22])=[CH:18][C:8]=2[CH2:7][CH2:6]1)=O.[OH-].[Na+]. (8) Given the product [CH2:7]([N:14]1[CH2:19][CH2:18][N:17]([C:20]([O:22][C:23]([CH3:24])([CH3:25])[CH3:26])=[O:21])[CH2:16][C@H:15]1[CH2:27][O:28][C:30]1[CH:35]=[CH:34][CH:33]=[CH:32][N:31]=1)[C:8]1[CH:13]=[CH:12][CH:11]=[CH:10][CH:9]=1, predict the reactants needed to synthesize it. The reactants are: CC(C)([O-])C.[K+].[CH2:7]([N:14]1[CH2:19][CH2:18][N:17]([C:20]([O:22][C:23]([CH3:26])([CH3:25])[CH3:24])=[O:21])[CH2:16][C@H:15]1[CH2:27][OH:28])[C:8]1[CH:13]=[CH:12][CH:11]=[CH:10][CH:9]=1.Br[C:30]1[CH:35]=[CH:34][CH:33]=[CH:32][N:31]=1. (9) Given the product [NH2:1][C@H:2]([C:8]([OH:10])=[O:9])[CH2:3][CH2:4][C:5](=[O:7])[NH2:6], predict the reactants needed to synthesize it. The reactants are: [NH2:1][C@@H:2]([C:8]([OH:10])=[O:9])[CH2:3][CH2:4][C:5](=[O:7])[NH2:6].N[C@H](C(O)=O)CC(=O)N.N[C@@H](C(O)=O)CC(=O)N.N[C@H](C(O)=O)CCC(=O)O.N[C@@H](C(O)=O)CCC(=O)O.N[C@H](C(O)=O)CC(=O)O.